From a dataset of NCI-60 drug combinations with 297,098 pairs across 59 cell lines. Regression. Given two drug SMILES strings and cell line genomic features, predict the synergy score measuring deviation from expected non-interaction effect. (1) Drug 2: CCC1(CC2CC(C3=C(CCN(C2)C1)C4=CC=CC=C4N3)(C5=C(C=C6C(=C5)C78CCN9C7C(C=CC9)(C(C(C8N6C)(C(=O)OC)O)OC(=O)C)CC)OC)C(=O)OC)O.OS(=O)(=O)O. Drug 1: CC(C1=C(C=CC(=C1Cl)F)Cl)OC2=C(N=CC(=C2)C3=CN(N=C3)C4CCNCC4)N. Synergy scores: CSS=29.1, Synergy_ZIP=-1.44, Synergy_Bliss=2.60, Synergy_Loewe=-37.8, Synergy_HSA=3.69. Cell line: RXF 393. (2) Drug 1: C1=NC2=C(N1)C(=S)N=CN2. Drug 2: CN(C(=O)NC(C=O)C(C(C(CO)O)O)O)N=O. Cell line: LOX IMVI. Synergy scores: CSS=29.2, Synergy_ZIP=-3.29, Synergy_Bliss=-1.79, Synergy_Loewe=-43.8, Synergy_HSA=-0.896. (3) Drug 1: C1CCC(C1)C(CC#N)N2C=C(C=N2)C3=C4C=CNC4=NC=N3. Drug 2: CC1=C(C(=CC=C1)Cl)NC(=O)C2=CN=C(S2)NC3=CC(=NC(=N3)C)N4CCN(CC4)CCO. Cell line: CAKI-1. Synergy scores: CSS=69.5, Synergy_ZIP=29.2, Synergy_Bliss=28.4, Synergy_Loewe=-2.89, Synergy_HSA=32.9.